This data is from Forward reaction prediction with 1.9M reactions from USPTO patents (1976-2016). The task is: Predict the product of the given reaction. Given the reactants Br[C:2]1[CH:3]=[C:4]([CH:18]=[CH:19][CH:20]=1)[CH2:5][N:6]1[C:12](=[O:13])[CH2:11][CH2:10][CH2:9][C:8]2[CH:14]=[CH:15][CH:16]=[CH:17][C:7]1=2.CC(C)([O-])C.[Na+].C(P(C(C)(C)C)C(C)(C)C)(C)(C)C.[C:40]([O:44][C:45]([N:47]1[CH2:52][CH2:51][NH:50][CH2:49][CH2:48]1)=[O:46])([CH3:43])([CH3:42])[CH3:41], predict the reaction product. The product is: [C:40]([O:44][C:45]([N:47]1[CH2:52][CH2:51][N:50]([C:2]2[CH:20]=[CH:19][CH:18]=[C:4]([CH2:5][N:6]3[C:12](=[O:13])[CH2:11][CH2:10][CH2:9][C:8]4[CH:14]=[CH:15][CH:16]=[CH:17][C:7]3=4)[CH:3]=2)[CH2:49][CH2:48]1)=[O:46])([CH3:43])([CH3:41])[CH3:42].